This data is from Peptide-MHC class I binding affinity with 185,985 pairs from IEDB/IMGT. The task is: Regression. Given a peptide amino acid sequence and an MHC pseudo amino acid sequence, predict their binding affinity value. This is MHC class I binding data. (1) The peptide sequence is MAVTAAPYI. The MHC is HLA-B27:03 with pseudo-sequence HLA-B27:03. The binding affinity (normalized) is 0.0847. (2) The peptide sequence is ELTNKKYRCM. The MHC is HLA-A02:02 with pseudo-sequence HLA-A02:02. The binding affinity (normalized) is 0. (3) The peptide sequence is KRINSLIKY. The MHC is HLA-B08:01 with pseudo-sequence HLA-B08:01. The binding affinity (normalized) is 0.0847. (4) The peptide sequence is RRLTARGLLNM. The MHC is HLA-B27:05 with pseudo-sequence HLA-B27:05. The binding affinity (normalized) is 0.570.